This data is from Full USPTO retrosynthesis dataset with 1.9M reactions from patents (1976-2016). The task is: Predict the reactants needed to synthesize the given product. (1) Given the product [Cl:1][C:2]1[CH:3]=[CH:4][C:5]([CH:8]2[C:12]3[C:11](=[N:31][N:30]([CH3:29])[C:13]=3[OH:15])[C:10](=[O:19])[N:9]2[C:20]2[CH:25]=[C:24]([CH3:26])[C:23](=[O:27])[N:22]([CH3:28])[CH:21]=2)=[CH:6][CH:7]=1, predict the reactants needed to synthesize it. The reactants are: [Cl:1][C:2]1[CH:7]=[CH:6][C:5]([CH:8]2[CH:12]([C:13]([O:15]CC)=O)[C:11](=O)[C:10](=[O:19])[N:9]2[C:20]2[CH:25]=[C:24]([CH3:26])[C:23](=[O:27])[N:22]([CH3:28])[CH:21]=2)=[CH:4][CH:3]=1.[CH3:29][NH:30][NH2:31]. (2) Given the product [NH2:2][C:5]1[C:6](=[O:20])[O:7][C:8]2[C:13]([CH:14]=1)=[CH:12][CH:11]=[C:10]([N:15]([CH2:18][CH3:19])[CH2:16][CH3:17])[CH:9]=2, predict the reactants needed to synthesize it. The reactants are: Cl.[N+:2]([C:5]1[C:6](=[O:20])[O:7][C:8]2[C:13]([CH:14]=1)=[CH:12][CH:11]=[C:10]([N:15]([CH2:18][CH3:19])[CH2:16][CH3:17])[CH:9]=2)([O-])=O.[OH-].[Na+]. (3) The reactants are: [CH2:1]([NH:3][C:4](=[O:36])[NH:5][C:6]1[CH:11]=[CH:10][C:9]([C:12]2[N:13]=[C:14]([N:29]3[CH2:34][CH2:33][O:32][CH2:31][C@@H:30]3[CH3:35])[C:15]3[CH2:21][CH2:20][N:19](C(OC(C)(C)C)=O)[CH2:18][C:16]=3[N:17]=2)=[CH:8][CH:7]=1)C.CNC(NC1C=CC(B2OC(C)(C)C(C)(C)O2)=CC=1)=O.ClC1N=C(N2CCOC[C@@H]2C)C2CCN(C(OC(C)(C)C)=O)CC=2N=1. Given the product [CH3:1][NH:3][C:4]([NH:5][C:6]1[CH:7]=[CH:8][C:9]([C:12]2[N:13]=[C:14]([N:29]3[CH2:34][CH2:33][O:32][CH2:31][C@@H:30]3[CH3:35])[C:15]3[CH2:21][CH2:20][NH:19][CH2:18][C:16]=3[N:17]=2)=[CH:10][CH:11]=1)=[O:36], predict the reactants needed to synthesize it. (4) Given the product [CH:1]1[C:11]2[CH:10]=[CH:9][C:8]3[CH:12]=[CH:13][CH:14]=[CH:15][C:7]=3[N:6]([CH2:16][C:17]3[CH:26]=[CH:25][C:20]([C:21]([NH:27][OH:28])=[O:22])=[CH:19][CH:18]=3)[C:5]=2[CH:4]=[CH:3][CH:2]=1, predict the reactants needed to synthesize it. The reactants are: [CH:1]1[C:11]2[CH:10]=[CH:9][C:8]3[CH:12]=[CH:13][CH:14]=[CH:15][C:7]=3[N:6]([CH2:16][C:17]3[CH:26]=[CH:25][C:20]([C:21](OC)=[O:22])=[CH:19][CH:18]=3)[C:5]=2[CH:4]=[CH:3][CH:2]=1.[NH2:27][OH:28].[OH-].[Na+].C1COCC1. (5) Given the product [CH3:15][C@H:16]1[NH:17][C@@H:18]([CH3:22])[CH2:19][N:20]([CH2:2][C:3]2[CH:7]=[CH:6][N:5]([C:8]([O:10][C:11]([CH3:14])([CH3:13])[CH3:12])=[O:9])[N:4]=2)[CH2:21]1, predict the reactants needed to synthesize it. The reactants are: Br[CH2:2][C:3]1[CH:7]=[CH:6][N:5]([C:8]([O:10][C:11]([CH3:14])([CH3:13])[CH3:12])=[O:9])[N:4]=1.[CH3:15][C@@H:16]1[CH2:21][NH:20][CH2:19][C@H:18]([CH3:22])[NH:17]1.C(=O)([O-])[O-].[K+].[K+]. (6) Given the product [CH3:1][N:2]1[CH2:24][CH2:23][C:5]2[N:6]([CH2:14][CH:15]([NH:16][C:31](=[O:33])[CH3:32])[C:17]3[CH:18]=[CH:19][N:20]=[CH:21][CH:22]=3)[C:7]3[CH:8]=[CH:9][C:10]([CH3:13])=[CH:11][C:12]=3[C:4]=2[CH2:3]1, predict the reactants needed to synthesize it. The reactants are: [CH3:1][N:2]1[CH2:24][CH2:23][C:5]2[N:6]([CH2:14][CH:15]([C:17]3[CH:22]=[CH:21][N:20]=[CH:19][CH:18]=3)[NH2:16])[C:7]3[CH:8]=[CH:9][C:10]([CH3:13])=[CH:11][C:12]=3[C:4]=2[CH2:3]1.N1C=CC=CC=1.[C:31](Cl)(=[O:33])[CH3:32]. (7) Given the product [CH3:9][O:10][C:11]1[CH:16]=[CH:15][C:14]([C:17]2([CH2:22][CH2:23][C:24]3[NH:26][N:27]=[C:1]([C:2]4[CH:7]=[CH:6][N:5]=[CH:4][CH:3]=4)[N:8]=3)[O:18][CH2:19][CH2:20][O:21]2)=[CH:13][CH:12]=1, predict the reactants needed to synthesize it. The reactants are: [C:1](#[N:8])[C:2]1[CH:7]=[CH:6][N:5]=[CH:4][CH:3]=1.[CH3:9][O:10][C:11]1[CH:16]=[CH:15][C:14]([C:17]2([CH2:22][CH2:23][C:24]([NH:26][NH2:27])=O)[O:21][CH2:20][CH2:19][O:18]2)=[CH:13][CH:12]=1.C([O-])([O-])=O.[K+].[K+].CCCCO.